This data is from Full USPTO retrosynthesis dataset with 1.9M reactions from patents (1976-2016). The task is: Predict the reactants needed to synthesize the given product. The reactants are: Cl[CH2:2][C:3]1[CH:8]=[CH:7][CH:6]=[CH:5][N:4]=1.[OH:9][C:10]1[CH:15]=[CH:14][C:13]([NH:16][C:17]2[C:26]3[C:21](=[CH:22][CH:23]=[CH:24][C:25]=3[O:27][C@H:28]([CH3:34])[CH2:29][NH:30][C:31](=[O:33])[CH3:32])[N:20]=[CH:19][N:18]=2)=[CH:12][C:11]=1[CH3:35]. Given the product [CH3:35][C:11]1[CH:12]=[C:13]([NH:16][C:17]2[C:26]3[C:21](=[CH:22][CH:23]=[CH:24][C:25]=3[O:27][C@H:28]([CH3:34])[CH2:29][NH:30][C:31](=[O:33])[CH3:32])[N:20]=[CH:19][N:18]=2)[CH:14]=[CH:15][C:10]=1[O:9][CH2:2][C:3]1[CH:8]=[CH:7][CH:6]=[CH:5][N:4]=1, predict the reactants needed to synthesize it.